Dataset: Forward reaction prediction with 1.9M reactions from USPTO patents (1976-2016). Task: Predict the product of the given reaction. (1) Given the reactants [CH3:1][N:2]([CH3:30])[CH:3]1[CH2:8][CH2:7][N:6]([C:9]2[N:14]3[CH:15]=[C:16]([CH2:18][NH:19][C@@H:20]4[C:29]5[N:28]=[CH:27][CH:26]=[CH:25][C:24]=5[CH2:23][CH2:22][CH2:21]4)[N:17]=[C:13]3[CH:12]=[CH:11][CH:10]=2)[CH2:5][CH2:4]1.[CH:31](=O)[CH3:32], predict the reaction product. The product is: [CH3:1][N:2]([CH3:30])[CH:3]1[CH2:8][CH2:7][N:6]([C:9]2[N:14]3[CH:15]=[C:16]([CH2:18][N:19]([CH2:31][CH3:32])[C@@H:20]4[C:29]5[N:28]=[CH:27][CH:26]=[CH:25][C:24]=5[CH2:23][CH2:22][CH2:21]4)[N:17]=[C:13]3[CH:12]=[CH:11][CH:10]=2)[CH2:5][CH2:4]1. (2) Given the reactants ClC(OCC)=O.[CH3:7][O:8][CH2:9][CH2:10][O:11][CH2:12][O:13][C:14]1[CH:19]=[CH:18][C:17]([C@@H:20]2[CH2:22][C@H:21]2[C:23]([OH:25])=O)=[CH:16][CH:15]=1.[N-:26]=[N+:27]=[N-:28].[Na+], predict the reaction product. The product is: [CH3:7][O:8][CH2:9][CH2:10][O:11][CH2:12][O:13][C:14]1[CH:19]=[CH:18][C:17]([C@@H:20]2[CH2:22][C@H:21]2[C:23]([N:26]=[N+:27]=[N-:28])=[O:25])=[CH:16][CH:15]=1.